This data is from Full USPTO retrosynthesis dataset with 1.9M reactions from patents (1976-2016). The task is: Predict the reactants needed to synthesize the given product. Given the product [F:13][C:10]1[CH:9]=[C:4]2[C:3]([CH2:2][N:33]([C@@H:29]3[CH2:30][CH2:31][CH2:32][N:27]([C:25]([O:24][C:20]([CH3:23])([CH3:22])[CH3:21])=[O:26])[CH2:28]3)[C:5]2=[O:7])=[CH:12][CH:11]=1, predict the reactants needed to synthesize it. The reactants are: Br[CH2:2][C:3]1[CH:12]=[CH:11][C:10]([F:13])=[CH:9][C:4]=1[C:5]([O:7]C)=O.C([O-])([O-])=O.[K+].[K+].[C:20]([O:24][C:25]([N:27]1[CH2:32][CH2:31][CH2:30][C@@H:29]([NH2:33])[CH2:28]1)=[O:26])([CH3:23])([CH3:22])[CH3:21].